This data is from Catalyst prediction with 721,799 reactions and 888 catalyst types from USPTO. The task is: Predict which catalyst facilitates the given reaction. Reactant: [F:1][C:2]1[CH:3]=[C:4]([C:21]([O:23]C)=O)[C:5]2[O:9][C:8]([C:10]3[CH:15]=[CH:14][C:13]([CH2:16][N:17]([CH3:19])[CH3:18])=[CH:12][CH:11]=3)=[CH:7][C:6]=2[CH:20]=1.[NH3:25]. Product: [F:1][C:2]1[CH:3]=[C:4]([C:21]([NH2:25])=[O:23])[C:5]2[O:9][C:8]([C:10]3[CH:15]=[CH:14][C:13]([CH2:16][N:17]([CH3:19])[CH3:18])=[CH:12][CH:11]=3)=[CH:7][C:6]=2[CH:20]=1. The catalyst class is: 5.